Dataset: Full USPTO retrosynthesis dataset with 1.9M reactions from patents (1976-2016). Task: Predict the reactants needed to synthesize the given product. (1) Given the product [ClH:5].[CH3:6][O:7][C:8](=[O:55])[C@@H:9]([NH:33][C:34]([C:36]1[C:37]([CH3:54])=[N:38][C:39]([NH:43][CH2:44][CH2:45][CH2:46][C:47]2[CH:52]=[CH:51][CH:50]=[C:49]([OH:53])[CH:48]=2)=[N:40][C:41]=1[CH3:42])=[O:35])[CH2:10][NH:11][C:12](=[O:32])[C:13]1[CH:18]=[C:17]([OH:19])[CH:16]=[C:15]([O:20][CH2:21][CH2:22][CH2:23][NH2:24])[CH:14]=1, predict the reactants needed to synthesize it. The reactants are: C[Si]([Cl:5])(C)C.[CH3:6][O:7][C:8](=[O:55])[C@@H:9]([NH:33][C:34]([C:36]1[C:37]([CH3:54])=[N:38][C:39]([NH:43][CH2:44][CH2:45][CH2:46][C:47]2[CH:52]=[CH:51][CH:50]=[C:49]([OH:53])[CH:48]=2)=[N:40][C:41]=1[CH3:42])=[O:35])[CH2:10][NH:11][C:12](=[O:32])[C:13]1[CH:18]=[C:17]([OH:19])[CH:16]=[C:15]([O:20][CH2:21][CH2:22][CH2:23][NH:24]C(OC(C)(C)C)=O)[CH:14]=1. (2) Given the product [CH2:29]([N:3]([CH2:1][CH3:2])[C:4](=[O:28])[O:5][C:6]1[CH:11]=[C:10]([C:12]([CH3:13])([CH3:15])[CH3:14])[CH:9]=[C:8]([CH3:16])[C:7]=1[O:20][C:21](=[O:27])[N:22]([CH2:25][CH3:26])[CH2:23][CH3:24])[CH3:30], predict the reactants needed to synthesize it. The reactants are: [CH2:1]([N:3]([CH2:29][CH3:30])[C:4](=[O:28])[O:5][C:6]1[CH:11]=[C:10]([C:12]([CH3:15])([CH3:14])[CH3:13])[CH:9]=[C:8]([C:16](C)(C)C)[C:7]=1[O:20][C:21](=[O:27])[N:22]([CH2:25][CH3:26])[CH2:23][CH3:24])[CH3:2].C(C1C=C(O)C(O)=C(C)C=1)(C)(C)C. (3) Given the product [NH2:27][C:24]1[CH:23]=[CH:22][C:21]([CH2:20][C@@H:19]([C:34]([OH:36])=[O:35])[NH:18][C:16]([O:15][CH2:14][CH:12]2[C:11]3[CH:10]=[CH:9][CH:8]=[CH:7][C:6]=3[C:5]3[C:13]2=[CH:1][CH:2]=[CH:3][CH:4]=3)=[O:17])=[CH:26][CH:25]=1, predict the reactants needed to synthesize it. The reactants are: [CH:1]1[C:13]2[CH:12]([CH2:14][O:15][C:16]([NH:18][C@H:19]([C:34]([OH:36])=[O:35])[CH2:20][C:21]3[CH:26]=[CH:25][C:24]([NH:27]C(OCC=C)=O)=[CH:23][CH:22]=3)=[O:17])[C:11]3[C:6](=[CH:7][CH:8]=[CH:9][CH:10]=3)[C:5]=2[CH:4]=[CH:3][CH:2]=1.C(O)(=O)C.C([SnH](CCCC)CCCC)CCC. (4) Given the product [CH3:15][O:14][Si:11]([O:16][CH3:17])([O:12][CH3:13])[CH2:10][CH2:9][CH2:8][N:7]([CH2:6][CH2:5][CH2:4][Si:3]([O:20][CH3:21])([O:18][CH3:19])[O:2][CH3:1])[C:26]([NH:27][CH:28]([CH3:30])[CH3:29])=[N:25][CH:22]([CH3:24])[CH3:23], predict the reactants needed to synthesize it. The reactants are: [CH3:1][O:2][Si:3]([O:20][CH3:21])([O:18][CH3:19])[CH2:4][CH2:5][CH2:6][NH:7][CH2:8][CH2:9][CH2:10][Si:11]([O:16][CH3:17])([O:14][CH3:15])[O:12][CH3:13].[CH:22]([N:25]=[C:26]=[N:27][CH:28]([CH3:30])[CH3:29])([CH3:24])[CH3:23]. (5) Given the product [O:1]1[C:5]2[CH:6]=[CH:7][CH:8]=[CH:9][C:4]=2[C:3]([N:10]2[CH2:15][CH2:14][N:13]([CH2:16][CH:17]([C:19]3[CH:20]=[C:21]4[C:25](=[CH:26][CH:27]=3)[C:24]([CH3:29])([CH3:28])[C:23](=[O:30])[C:22]4([CH3:32])[CH3:31])[O:35][CH2:33][CH3:34])[CH2:12][CH2:11]2)=[N:2]1, predict the reactants needed to synthesize it. The reactants are: [O:1]1[C:5]2[CH:6]=[CH:7][CH:8]=[CH:9][C:4]=2[C:3]([N:10]2[CH2:15][CH2:14][N:13]([CH2:16][CH:17]([C:19]3[CH:20]=[C:21]4[C:25](=[CH:26][CH:27]=3)[C:24]([CH3:29])([CH3:28])[C:23](=[O:30])[C:22]4([CH3:32])[CH3:31])Cl)[CH2:12][CH2:11]2)=[N:2]1.[CH2:33]([OH:35])[CH3:34]. (6) Given the product [CH3:1][C:2]1[CH:7]=[CH:6][C:5]([S:8]([OH:11])(=[O:10])=[O:9])=[CH:4][CH:3]=1.[CH2:12]1[CH2:22][CH2:21][N:20]2[C:15](=[N:16][CH2:17][CH2:18][CH2:19]2)[CH2:14][CH2:13]1, predict the reactants needed to synthesize it. The reactants are: [CH3:1][C:2]1[CH:3]=[CH:4][C:5]([S:8]([OH:11])(=[O:10])=[O:9])=[CH:6][CH:7]=1.[CH2:12]1[CH2:22][CH2:21][N:20]2[C:15](=[N:16][CH2:17][CH2:18][CH2:19]2)[CH2:14][CH2:13]1. (7) Given the product [Br:1][C:2]1[CH:3]=[C:4]([CH:19]([O:21][CH2:40][C:41]2([C:54]3[CH:59]=[CH:58][CH:57]=[CH:56][CH:55]=3)[CH2:46][CH2:45][N:44]([C:47]([O:49][C:50]([CH3:51])([CH3:52])[CH3:53])=[O:48])[CH2:43][CH2:42]2)[CH3:20])[C:5]2[N:9]=[CH:8][N:7]([CH2:10][O:11][CH2:12][CH2:13][Si:14]([CH3:16])([CH3:15])[CH3:17])[C:6]=2[CH:18]=1, predict the reactants needed to synthesize it. The reactants are: [Br:1][C:2]1[CH:3]=[C:4]([CH:19]([OH:21])[CH3:20])[C:5]2[N:9]=[CH:8][N:7]([CH2:10][O:11][CH2:12][CH2:13][Si:14]([CH3:17])([CH3:16])[CH3:15])[C:6]=2[CH:18]=1.ClC(Cl)(Cl)C#N.C1CCN2C(=NCCC2)CC1.O[CH2:40][C:41]1([C:54]2[CH:59]=[CH:58][CH:57]=[CH:56][CH:55]=2)[CH2:46][CH2:45][N:44]([C:47]([O:49][C:50]([CH3:53])([CH3:52])[CH3:51])=[O:48])[CH2:43][CH2:42]1.C(=O)=O.C(O)CO.[OH-].[Na+]. (8) Given the product [Br:7][C:8]1[CH:9]=[CH:10][C:11]([F:17])=[C:12]([C:14]([CH3:1])=[CH2:15])[CH:13]=1, predict the reactants needed to synthesize it. The reactants are: [CH3:1]C([O-])(C)C.[K+].[Br:7][C:8]1[CH:9]=[CH:10][C:11]([F:17])=[C:12]([C:14](=O)[CH3:15])[CH:13]=1.C(OCC)(=O)C. (9) Given the product [Cl:7][C:8]1[N:9]=[N:10][C:11]([N:1]2[CH2:6][CH2:5][O:4][CH2:3][CH2:2]2)=[CH:12][CH:13]=1, predict the reactants needed to synthesize it. The reactants are: [NH:1]1[CH2:6][CH2:5][O:4][CH2:3][CH2:2]1.[Cl:7][C:8]1[N:9]=[N:10][C:11](Cl)=[CH:12][CH:13]=1.